Dataset: Catalyst prediction with 721,799 reactions and 888 catalyst types from USPTO. Task: Predict which catalyst facilitates the given reaction. Reactant: [Cl:1][C:2]1[CH:7]=[CH:6][CH:5]=[CH:4][C:3]=1[CH:8]1[C:13]([C:14]#[N:15])=[C:12]([CH2:16][CH2:17][CH3:18])[NH:11][C:10]2=[N:19][NH:20][C:21]([OH:22])=[C:9]12.C(N(CC)CC)C.CN(C1C=CC=CN=1)C.[C:39]([O:43][C:44](=O)[O:45]C(C)(C)C)([CH3:42])([CH3:41])[CH3:40]. Product: [C:39]([O:43][C:44]([O:22][C:21]1[C:9]2[CH:8]([C:3]3[CH:4]=[CH:5][CH:6]=[CH:7][C:2]=3[Cl:1])[C:13]([C:14]#[N:15])=[C:12]([CH2:16][CH2:17][CH3:18])[NH:11][C:10]=2[NH:19][N:20]=1)=[O:45])([CH3:42])([CH3:41])[CH3:40]. The catalyst class is: 1.